This data is from Full USPTO retrosynthesis dataset with 1.9M reactions from patents (1976-2016). The task is: Predict the reactants needed to synthesize the given product. (1) Given the product [Cl:18][C:17]1[CH:16]=[CH:15][CH:14]=[C:13]([Cl:19])[C:12]=1[C:11]([NH:10][C:9]1[C:5]([C:3]([OH:4])=[O:2])=[N:6][S:7][CH:8]=1)=[O:20], predict the reactants needed to synthesize it. The reactants are: C[O:2][C:3]([C:5]1[C:9]([NH:10][C:11](=[O:20])[C:12]2[C:17]([Cl:18])=[CH:16][CH:15]=[CH:14][C:13]=2[Cl:19])=[CH:8][S:7][N:6]=1)=[O:4]. (2) Given the product [Cl:1][C:2]1[C:11]([C:19]2[CH:20]=[CH:21][CH:22]=[C:17]([F:16])[CH:18]=2)=[CH:10][C:9]2[C:4](=[CH:5][CH:6]=[CH:7][C:8]=2[Cl:15])[N:3]=1, predict the reactants needed to synthesize it. The reactants are: [Cl:1][C:2]1[C:11](B(O)O)=[CH:10][C:9]2[C:4](=[CH:5][CH:6]=[CH:7][C:8]=2[Cl:15])[N:3]=1.[F:16][C:17]1[CH:22]=[CH:21][CH:20]=[C:19](I)[CH:18]=1.C([O-])([O-])=O.[Na+].[Na+].CC#N.